Predict which catalyst facilitates the given reaction. From a dataset of Catalyst prediction with 721,799 reactions and 888 catalyst types from USPTO. (1) Reactant: [O:1]1[C:5]2[CH:6]=[CH:7][CH:8]=[CH:9][C:4]=2[CH:3]=[C:2]1[C:10]1[N:14]2[N:15]=[C:16](Cl)[CH:17]=[CH:18][C:13]2=[N:12][CH:11]=1.Cl.[NH2:21][C@@H:22]1[CH2:26][CH2:25][CH2:24][C@@H:23]1[OH:27].C(=O)([O-])O.[Na+]. Product: [O:1]1[C:5]2[CH:6]=[CH:7][CH:8]=[CH:9][C:4]=2[CH:3]=[C:2]1[C:10]1[N:14]2[N:15]=[C:16]([NH:21][C@@H:22]3[CH2:26][CH2:25][CH2:24][C@@H:23]3[OH:27])[CH:17]=[CH:18][C:13]2=[N:12][CH:11]=1. The catalyst class is: 51. (2) Reactant: N1C=CC=CC=1.[CH2:7]([O:14][N:15]1[C:21](=[O:22])[N:20]2[CH2:23][C@H:16]1[CH2:17][CH2:18][C@H:19]2[C:24]([NH:26][NH:27][C:28](=O)[CH2:29][C:30]1([NH:33][C:34](=[O:40])[O:35][C:36]([CH3:39])([CH3:38])[CH3:37])[CH2:32][CH2:31]1)=[O:25])[C:8]1[CH:13]=[CH:12][CH:11]=[CH:10][CH:9]=1.O(S(C(F)(F)F)(=O)=O)S(C(F)(F)F)(=O)=O.C([O-])(O)=O.[Na+]. Product: [CH2:7]([O:14][N:15]1[C:21](=[O:22])[N:20]2[CH2:23][C@H:16]1[CH2:17][CH2:18][C@H:19]2[C:24]1[O:25][C:28]([CH2:29][C:30]2([NH:33][C:34](=[O:40])[O:35][C:36]([CH3:37])([CH3:38])[CH3:39])[CH2:32][CH2:31]2)=[N:27][N:26]=1)[C:8]1[CH:13]=[CH:12][CH:11]=[CH:10][CH:9]=1. The catalyst class is: 2. (3) Reactant: [CH3:1][O:2][C:3]1[CH:4]=[C:5]([CH2:11][CH2:12][NH:13][C:14](=[O:28])[C:15]([C:18]2[CH:27]=[CH:26][C:25]3[CH2:24][CH2:23][CH2:22][CH2:21][C:20]=3[CH:19]=2)=[CH:16][OH:17])[CH:6]=[CH:7][C:8]=1[O:9][CH3:10].CN(C)C=O.Br[CH2:35][F:36].[H-].[Na+]. Product: [CH3:1][O:2][C:3]1[CH:4]=[C:5]([CH2:11][CH2:12][NH:13][C:14](=[O:28])[C:15]([C:18]2[CH:27]=[CH:26][C:25]3[CH2:24][CH2:23][CH2:22][CH2:21][C:20]=3[CH:19]=2)=[CH:16][O:17][CH2:35][F:36])[CH:6]=[CH:7][C:8]=1[O:9][CH3:10]. The catalyst class is: 6.